Dataset: Full USPTO retrosynthesis dataset with 1.9M reactions from patents (1976-2016). Task: Predict the reactants needed to synthesize the given product. Given the product [NH2:1][C:2]1[CH:3]=[N:4][CH:5]=[CH:6][C:7]=1[CH2:8][N:10]1[CH2:15][CH2:14][O:13][CH:12]([CH2:16][N:17]2[CH2:22][CH2:21][N:20]([C:23]([O:25][C:26]([CH3:29])([CH3:28])[CH3:27])=[O:24])[CH2:19][CH2:18]2)[CH2:11]1, predict the reactants needed to synthesize it. The reactants are: [NH2:1][C:2]1[CH:3]=[N:4][CH:5]=[CH:6][C:7]=1[CH:8]=O.[NH:10]1[CH2:15][CH2:14][O:13][CH:12]([CH2:16][N:17]2[CH2:22][CH2:21][N:20]([C:23]([O:25][C:26]([CH3:29])([CH3:28])[CH3:27])=[O:24])[CH2:19][CH2:18]2)[CH2:11]1.[BH-](OC(C)=O)(OC(C)=O)OC(C)=O.[Na+].